This data is from Reaction yield outcomes from USPTO patents with 853,638 reactions. The task is: Predict the reaction yield, written as a fraction of the theoretical maximum amount of product (1.0 means a 100% yield; for example, 0.34 means a 34% yield). The reactants are [N+:1]([C:4]1[CH:5]=[C:6]2[C:10](=[CH:11][CH:12]=1)[NH:9][N:8]=[C:7]2[C:13](O)=[O:14])([O-])=O.[AlH4-].[Li+].O.[OH-].[Na+]. The catalyst is C1COCC1. The product is [NH2:1][C:4]1[CH:5]=[C:6]2[C:10](=[CH:11][CH:12]=1)[NH:9][N:8]=[C:7]2[CH2:13][OH:14]. The yield is 0.150.